From a dataset of Forward reaction prediction with 1.9M reactions from USPTO patents (1976-2016). Predict the product of the given reaction. (1) Given the reactants [F:1][C:2]1[CH:3]=[C:4]([C:8]2[CH:9]=[C:10]([CH2:16][NH:17][C:18]3[C:19]([CH3:33])=[C:20]([CH:29]=[CH:30][C:31]=3[CH3:32])[O:21][CH2:22][C:23]([O:25][CH:26]([CH3:28])[CH3:27])=[O:24])[CH:11]=[C:12]([O:14]C)[CH:13]=2)[CH:5]=[CH:6][CH:7]=1.C(S)C.[Al+3].[Cl-].[Cl-].[Cl-].O, predict the reaction product. The product is: [F:1][C:2]1[CH:3]=[C:4]([C:8]2[CH:9]=[C:10]([CH2:16][NH:17][C:18]3[C:19]([CH3:33])=[C:20]([CH:29]=[CH:30][C:31]=3[CH3:32])[O:21][CH2:22][C:23]([O:25][CH:26]([CH3:28])[CH3:27])=[O:24])[CH:11]=[C:12]([OH:14])[CH:13]=2)[CH:5]=[CH:6][CH:7]=1. (2) Given the reactants [CH3:1][O:2][N:3]=[C:4]1[C:8]2[CH:9]=[CH:10][CH:11]=[CH:12][C:7]=2[O:6][C:5]1=[N:13][OH:14].[H-].[Na+].Br[CH2:18][CH2:19][OH:20].C[O-].[Na+], predict the reaction product. The product is: [CH3:1][O:2][N:3]=[C:4]1[C:8]2[CH:9]=[CH:10][CH:11]=[CH:12][C:7]=2[O:6][C:5]1=[N:13][O:14][CH2:18][CH2:19][OH:20].